From a dataset of NCI-60 drug combinations with 297,098 pairs across 59 cell lines. Regression. Given two drug SMILES strings and cell line genomic features, predict the synergy score measuring deviation from expected non-interaction effect. Drug 1: CS(=O)(=O)C1=CC(=C(C=C1)C(=O)NC2=CC(=C(C=C2)Cl)C3=CC=CC=N3)Cl. Drug 2: CC1C(C(=O)NC(C(=O)N2CCCC2C(=O)N(CC(=O)N(C(C(=O)O1)C(C)C)C)C)C(C)C)NC(=O)C3=C4C(=C(C=C3)C)OC5=C(C(=O)C(=C(C5=N4)C(=O)NC6C(OC(=O)C(N(C(=O)CN(C(=O)C7CCCN7C(=O)C(NC6=O)C(C)C)C)C)C(C)C)C)N)C. Cell line: NCI-H522. Synergy scores: CSS=13.1, Synergy_ZIP=15.3, Synergy_Bliss=24.1, Synergy_Loewe=23.4, Synergy_HSA=23.1.